This data is from Full USPTO retrosynthesis dataset with 1.9M reactions from patents (1976-2016). The task is: Predict the reactants needed to synthesize the given product. (1) Given the product [NH:1]1[C:9]2[C:4](=[CH:5][C:6]([NH:10][C:11]3[C:12]([C:18]([NH2:20])=[O:19])=[N:13][CH:14]=[C:15]([NH:36][C@@H:31]4[CH2:32][CH2:33][CH2:34][CH2:35][C@@H:30]4[NH2:37])[N:16]=3)=[CH:7][CH:8]=2)[CH:3]=[N:2]1, predict the reactants needed to synthesize it. The reactants are: [NH:1]1[C:9]2[C:4](=[CH:5][C:6]([NH:10][C:11]3[C:12]([C:18]([NH2:20])=[O:19])=[N:13][CH:14]=[C:15](Cl)[N:16]=3)=[CH:7][CH:8]=2)[CH:3]=[N:2]1.CCN(C(C)C)C(C)C.[C@@H:30]1([NH2:37])[CH2:35][CH2:34][CH2:33][CH2:32][C@@H:31]1[NH2:36].C(O)(C(F)(F)F)=O. (2) Given the product [CH2:10]([C:8]1[N:7]([C:12]2[CH:13]=[CH:14][C:15]([CH2:18][CH2:19][NH:20][C:21]([NH:23][S:24]([C:27]3[CH:28]=[CH:29][C:30]([CH3:33])=[CH:31][CH:32]=3)(=[O:25])=[O:26])=[O:22])=[CH:16][CH:17]=2)[C:6]2[CH:34]=[CH:35][C:3]([C:1]([NH2:2])=[O:38])=[CH:4][C:5]=2[N:9]=1)[CH3:11], predict the reactants needed to synthesize it. The reactants are: [C:1]([C:3]1[CH:35]=[CH:34][C:6]2[N:7]([C:12]3[CH:17]=[CH:16][C:15]([CH2:18][CH2:19][NH:20][C:21]([NH:23][S:24]([C:27]4[CH:32]=[CH:31][C:30]([CH3:33])=[CH:29][CH:28]=4)(=[O:26])=[O:25])=[O:22])=[CH:14][CH:13]=3)[C:8]([CH2:10][CH3:11])=[N:9][C:5]=2[CH:4]=1)#[N:2].CS(C)=[O:38].OO.[OH-].[Na+]. (3) Given the product [Si:1]([O:8][C@H:9]1[CH2:13][CH2:12][N:11]([CH2:16][CH:15]([C:17]2[CH:18]=[C:19]([CH:24]=[CH:25][CH:26]=2)[O:20][CH2:21][C:22]#[N:23])[NH:29][CH3:27])[CH2:10]1)([C:4]([CH3:7])([CH3:6])[CH3:5])([CH3:3])[CH3:2], predict the reactants needed to synthesize it. The reactants are: [Si:1]([O:8][C@H:9]1[CH2:13][CH2:12][NH:11][CH2:10]1)([C:4]([CH3:7])([CH3:6])[CH3:5])([CH3:3])[CH3:2].O1[CH2:16][CH:15]1[C:17]1[CH:18]=[C:19]([CH:24]=[CH:25][CH:26]=1)[O:20][CH2:21][C:22]#[N:23].[CH2:27]([N:29](CC)CC)C.CS(Cl)(=O)=O.CN. (4) Given the product [C:12]1([CH2:18][CH2:19][NH:20][C:21]2[S:22][CH:3]=[C:4]([C:6]3[CH:11]=[CH:10][CH:9]=[CH:8][N:7]=3)[N:23]=2)[CH:17]=[CH:16][CH:15]=[CH:14][CH:13]=1, predict the reactants needed to synthesize it. The reactants are: Br.Br[CH2:3][C:4]([C:6]1[CH:11]=[CH:10][CH:9]=[CH:8][N:7]=1)=O.[C:12]1([CH2:18][CH2:19][NH:20][C:21]([NH2:23])=[S:22])[CH:17]=[CH:16][CH:15]=[CH:14][CH:13]=1.C([O-])(=O)C.[Na+].C(O)C. (5) Given the product [CH2:1]([N:2]([CH3:13])[C:3]1[CH:4]=[C:5]([CH:9]=[C:10]([CH3:12])[N:11]=1)[C:6]([OH:8])=[O:7])[CH:16]([CH3:17])[CH3:15], predict the reactants needed to synthesize it. The reactants are: [CH3:1][N:2]([CH3:13])[C:3]1[CH:4]=[C:5]([CH:9]=[C:10]([CH3:12])[N:11]=1)[C:6]([OH:8])=[O:7].Cl[C:15]1[CH:16]=[C:17](C=C(C)N=1)C(O)=O.C(NC)C(C)C. (6) The reactants are: [C:1]([O:5][C:6]([NH:8][C@@H:9]1[CH2:13][CH2:12][C@:11]([CH:17]([CH3:19])[CH3:18])([C:14]([OH:16])=O)[CH2:10]1)=[O:7])([CH3:4])([CH3:3])[CH3:2].Cl.Cl.[F:22][C:23]([F:37])([F:36])[C:24]1[CH:29]=[CH:28][N:27]=[C:26]([C:30]2[CH2:31][CH2:32][NH:33][CH2:34][CH:35]=2)[CH:25]=1.C(N(CC)CC)C.F[P-](F)(F)(F)(F)F.N1(O[P+](N(C)C)(N(C)C)N(C)C)C2C=CC=CC=2N=N1. Given the product [CH:17]([C@:11]1([C:14]([N:33]2[CH2:34][CH:35]=[C:30]([C:26]3[CH:25]=[C:24]([C:23]([F:37])([F:22])[F:36])[CH:29]=[CH:28][N:27]=3)[CH2:31][CH2:32]2)=[O:16])[CH2:12][CH2:13][C@@H:9]([NH:8][C:6](=[O:7])[O:5][C:1]([CH3:2])([CH3:3])[CH3:4])[CH2:10]1)([CH3:19])[CH3:18], predict the reactants needed to synthesize it.